This data is from NCI-60 drug combinations with 297,098 pairs across 59 cell lines. The task is: Regression. Given two drug SMILES strings and cell line genomic features, predict the synergy score measuring deviation from expected non-interaction effect. (1) Drug 1: CC1C(C(CC(O1)OC2CC(CC3=C2C(=C4C(=C3O)C(=O)C5=C(C4=O)C(=CC=C5)OC)O)(C(=O)C)O)N)O.Cl. Drug 2: C1=NC2=C(N=C(N=C2N1C3C(C(C(O3)CO)O)O)F)N. Cell line: BT-549. Synergy scores: CSS=10.6, Synergy_ZIP=-7.59, Synergy_Bliss=-3.76, Synergy_Loewe=-15.3, Synergy_HSA=-3.67. (2) Drug 1: CC1=C2C(C(=O)C3(C(CC4C(C3C(C(C2(C)C)(CC1OC(=O)C(C(C5=CC=CC=C5)NC(=O)OC(C)(C)C)O)O)OC(=O)C6=CC=CC=C6)(CO4)OC(=O)C)O)C)O. Drug 2: CC1C(C(CC(O1)OC2CC(CC3=C2C(=C4C(=C3O)C(=O)C5=C(C4=O)C(=CC=C5)OC)O)(C(=O)CO)O)N)O.Cl. Cell line: NCIH23. Synergy scores: CSS=38.1, Synergy_ZIP=-6.00, Synergy_Bliss=-2.93, Synergy_Loewe=-1.91, Synergy_HSA=0.0809.